From a dataset of Experimentally validated miRNA-target interactions with 360,000+ pairs, plus equal number of negative samples. Binary Classification. Given a miRNA mature sequence and a target amino acid sequence, predict their likelihood of interaction. (1) Result: 0 (no interaction). The miRNA is hsa-miR-1913 with sequence UCUGCCCCCUCCGCUGCUGCCA. The protein sequence of the target gene is MLPPQPSAAHQGRGGRSGLLPKGPAMLCRLCWLVSYSLAVLLLGCLLFLRKAAKPAGDPTAHQPFWAPPTPRHSRCPPNHTVSSASLSLPSRHRLFLTYRHCRNFSILLEPSGCSKDTFLLLAIKSQPGHVERRAAIRSTWGRVGGWARGRQLKLVFLLGVAGSAPPAQLLAYESREFDDILQWDFTEDFFNLTLKELHLQRWVVAACPQAHFMLKGDDDVFVHVPNVLEFLDGWDPAQDLLVGDVIRQALPNRNTKVKYFIPPSMYRATHYPPYAGGGGYVMSRATVRRLQAIMEDAEL.... (2) The miRNA is mmu-miR-181c-5p with sequence AACAUUCAACCUGUCGGUGAGU. The protein sequence of the target gene is MGTSASSITALASCSRIAGQVGATMVAGSLLLLGFLSTITAQPEQKTLSLTGTYRHVDRTTGQVLTCDKCPAGTYVSEHCTNTSLRVCSSCPSGTFTRHENGIERCHDCSQPCPRPMIERLPCAALTDRECICPPGMYQSNGTCAPHTVCPVGWGVRKKGTENEDVRCKQCARGTFSDVPSSVMKCRAHTDCLGQNLMVVKQGTKETDNVCGVHLSSSSTTPSSPGIATFSHPEHTESHDVPSSTYEPQGMNSTDSNSTASVRTKVPSDIQEETVPDNTSSTSGKESTNRTLPNPPQLTH.... Result: 0 (no interaction). (3) The miRNA is hsa-miR-3148 with sequence UGGAAAAAACUGGUGUGUGCUU. The protein sequence of the target gene is MPSVSKAAAAALSGSPPQTEKPTHYRYLKEFRTEQCPLFSQHKCAQHRPFTCFHWHFLNQRRRRPLRRRDGTFNYSPDVYCSKYNEATGVCPDGDECPYLHRTTGDTERKYHLRYYKTGTCIHETDARGHCVKNGLHCAFAHGPLDLRPPVCDVRELQAQEALQNGQLGGGEGVPDLQPGVLASQAMIEKILSEDPRWQDANFVLGSYKTEQCPKPPRLCRQGYACPHYHNSRDRRRNPRRFQYRSTPCPSVKHGDEWGEPSRCDGGDGCQYCHSRTEQQFHPESTKCNDMRQTGYCPRG.... Result: 1 (interaction). (4) The miRNA is hsa-miR-548au-5p with sequence AAAAGUAAUUGCGGUUUUUGC. The protein sequence of the target gene is MLLSVTSRPGISTFGYNRNNKKPYVSLAQQMAPPSPSNSTPNSSSGSNGNDQLSKTNLYIRGLQPGTTDQDLVKLCQPYGKIVSTKAILDKTTNKCKGYGFVDFDSPSAAQKAVTALKASGVQAQMAKQQEQDPTNLYISNLPLSMDEQELEGMLKPFGQVISTRILRDTSGTSRGVGFARMESTEKCEAIITHFNGKYIKTPPGVPAPSDPLLCKFADGGPKKRQNQGKFVQNGRAWPRNADMGVMALTYDPTTALQNGFYPAPYNITPNRMLAQSALSPYLSSPVSSYQRVTQTSPLQ.... Result: 1 (interaction). (5) The miRNA is hsa-miR-3925-5p with sequence AAGAGAACUGAAAGUGGAGCCU. The protein sequence of the target gene is MSFDPNLLHNNGHNGYPNGTSAALRETGVIEKLLTSYGFIQCSERQARLFFHCSQYNGNLQDLKVGDDVEFEVSSDRRTGKPIAIKLVKIKPEIHPEERMNGQVVCAVPHNLESKSPAAPGQSPTGSVCYERNGEVFYLTYTSEDVEGNVQLETGDKINFVIDNNKHTGAVSARNIMLLKKKQARCQGVVCAMKEAFGFIERGDVVKEIFFHYSEFKGDLETLQPGDDVEFTIKDRNGKEVATDVRLLPQGTVIFEDISIEHFEGTVTKVIPKVPSKNQNDPLPGRIKVDFVIPKELPFG.... Result: 0 (no interaction).